From a dataset of Reaction yield outcomes from USPTO patents with 853,638 reactions. Predict the reaction yield, written as a fraction of the theoretical maximum amount of product (1.0 means a 100% yield; for example, 0.34 means a 34% yield). (1) The reactants are C([O:4][C@@H:5]1[C@@H:18]([O:19]C(=O)C)[C@H:17]([O:23]C(=O)C)[CH2:16][S:15][C@H:6]1[O:7][C:8]1[CH:13]=[CH:12][CH:11]=[CH:10][C:9]=1Br)(=O)C.[O:27]1[CH:31]=[CH:30][C:29](B(O)O)=[CH:28]1. No catalyst specified. The product is [O:7]([C:8]1[CH:13]=[CH:12][CH:11]=[CH:10][C:9]=1[C:29]1[CH:30]=[CH:31][O:27][CH:28]=1)[C@@H:6]1[S:15][CH2:16][C@@H:17]([OH:23])[C@H:18]([OH:19])[C@H:5]1[OH:4]. The yield is 0.570. (2) The reactants are [CH3:1][C:2]1[CH:3]=[CH:4][C:5]([O:15][CH2:16][C:17]2[CH:22]=[CH:21][C:20]([F:23])=[CH:19][CH:18]=2)=[C:6]([C:8](=O)[CH2:9][CH2:10][C:11](=O)[CH3:12])[CH:7]=1.[CH3:24][O:25][C:26](=[O:41])[C:27]1[CH:32]=[C:31]([N:33]2[CH2:38][CH2:37][CH2:36][CH2:35][C:34]2=[O:39])[CH:30]=[C:29]([NH2:40])[CH:28]=1.CC1C=CC(S(O)(=O)=O)=CC=1. The catalyst is CN1C(=O)CCC1.CCOCC. The product is [CH3:24][O:25][C:26](=[O:41])[C:27]1[CH:32]=[C:31]([N:33]2[CH2:38][CH2:37][CH2:36][CH2:35][C:34]2=[O:39])[CH:30]=[C:29]([N:40]2[C:11]([CH3:12])=[CH:10][CH:9]=[C:8]2[C:6]2[CH:7]=[C:2]([CH3:1])[CH:3]=[CH:4][C:5]=2[O:15][CH2:16][C:17]2[CH:22]=[CH:21][C:20]([F:23])=[CH:19][CH:18]=2)[CH:28]=1. The yield is 0.460.